The task is: Predict the reaction yield, written as a fraction of the theoretical maximum amount of product (1.0 means a 100% yield; for example, 0.34 means a 34% yield).. This data is from Reaction yield outcomes from USPTO patents with 853,638 reactions. (1) The reactants are [C:1]([O:4][C:5]1([CH2:10][N:11]2[CH:15]=[C:14]([C:16]([CH3:19])([CH3:18])[CH3:17])[S:13]/[C:12]/2=[N:20]\[C:21]([C:23]2[CH:28]=[C:27]([Cl:29])[CH:26]=[CH:25][C:24]=2[O:30][CH3:31])=S)[CH2:9][CH2:8][CH2:7][CH2:6]1)(=[O:3])[CH3:2].C(N(CC)CC)C.[N:39]#[C:40][NH2:41]. The catalyst is C(#N)C.[Hg](OC(C)=O)OC(C)=O. The product is [C:1]([O:4][C:5]1([CH2:10][N:11]2[CH:15]=[C:14]([C:16]([CH3:19])([CH3:18])[CH3:17])[S:13]/[C:12]/2=[N:20]\[C:21]([C:23]2[CH:28]=[C:27]([Cl:29])[CH:26]=[CH:25][C:24]=2[O:30][CH3:31])=[N:41][C:40]#[N:39])[CH2:9][CH2:8][CH2:7][CH2:6]1)(=[O:3])[CH3:2]. The yield is 0.740. (2) The reactants are C(OC([N:8]1[CH2:13][CH2:12][CH:11]([O:14][C:15]2[C:23]3[C:18](=[CH:19][CH:20]=[CH:21][CH:22]=3)[N:17]([C:24]3[CH:29]=[CH:28][CH:27]=[CH:26][C:25]=3[F:30])[N:16]=2)[CH2:10][CH2:9]1)=O)(C)(C)C.[ClH:31]. The catalyst is C(OCC)(=O)C.O1CCOCC1. The product is [ClH:31].[F:30][C:25]1[CH:26]=[CH:27][CH:28]=[CH:29][C:24]=1[N:17]1[C:18]2[C:23](=[CH:22][CH:21]=[CH:20][CH:19]=2)[C:15]([O:14][CH:11]2[CH2:12][CH2:13][NH:8][CH2:9][CH2:10]2)=[N:16]1. The yield is 0.550. (3) The reactants are [Br-].[Cl:2][C:3]1[S:7][C:6]([Zn+])=[CH:5][CH:4]=1.[CH2:9]([NH:13][C:14]([C:16]1[CH:31]=[CH:30][C:19]2[S:20][C:21]3[CH:29]=[CH:28][CH:27]=[CH:26][C:22]=3[C:23](Cl)=[N:24][C:18]=2[CH:17]=1)=[O:15])[CH:10]([CH3:12])[CH3:11]. The catalyst is C1COCC1.C1C=CC(P(C2C=CC=CC=2)C2C=CC=CC=2)=CC=1.C1C=CC(P(C2C=CC=CC=2)C2C=CC=CC=2)=CC=1.Cl[Pd]Cl. The product is [CH2:9]([NH:13][C:14]([C:16]1[CH:31]=[CH:30][C:19]2[S:20][C:21]3[CH:29]=[CH:28][CH:27]=[CH:26][C:22]=3[C:23]([C:6]3[S:7][C:3]([Cl:2])=[CH:4][CH:5]=3)=[N:24][C:18]=2[CH:17]=1)=[O:15])[CH:10]([CH3:12])[CH3:11]. The yield is 0.150. (4) The reactants are [C:1]1([C:7]#[C:8][C:9]2[N:13]3[CH:14]=[CH:15][CH:16]=[CH:17][C:12]3=[N:11][C:10]=2[CH2:18][O:19][CH2:20][C:21]([O:23]CC)=[O:22])[CH:6]=[CH:5][CH:4]=[CH:3][CH:2]=1.CO.[OH-].[Na+:29]. The catalyst is O1CCCC1. The product is [C:1]1([C:7]#[C:8][C:9]2[N:13]3[CH:14]=[CH:15][CH:16]=[CH:17][C:12]3=[N:11][C:10]=2[CH2:18][O:19][CH2:20][C:21]([O-:23])=[O:22])[CH:2]=[CH:3][CH:4]=[CH:5][CH:6]=1.[Na+:29]. The yield is 0.450. (5) The reactants are C(Cl)(=O)C(Cl)=O.[O:7]([C:14]1[CH:15]=[C:16]([CH:20]=[CH:21][CH:22]=1)[C:17]([OH:19])=O)[C:8]1[CH:13]=[CH:12][CH:11]=[CH:10][CH:9]=1.[CH3:23][N:24]([CH:35]1[CH2:40][CH2:39][N:38]([CH3:41])[CH2:37][CH2:36]1)[C:25]1[O:26][C:27]2[CH:33]=[CH:32][C:31]([NH2:34])=[CH:30][C:28]=2[N:29]=1.N1C=CC=CC=1. The catalyst is CN(C=O)C.C(Cl)Cl. The product is [CH3:23][N:24]([CH:35]1[CH2:40][CH2:39][N:38]([CH3:41])[CH2:37][CH2:36]1)[C:25]1[O:26][C:27]2[CH:33]=[CH:32][C:31]([NH:34][C:17](=[O:19])[C:16]3[CH:20]=[CH:21][CH:22]=[C:14]([O:7][C:8]4[CH:9]=[CH:10][CH:11]=[CH:12][CH:13]=4)[CH:15]=3)=[CH:30][C:28]=2[N:29]=1. The yield is 0.460. (6) The reactants are Br[C:2]1[CH:3]=[C:4]2[C:10]([C:11]3[N:12]([S:16]([C:19]4[CH:24]=[CH:23][C:22]([CH3:25])=[CH:21][CH:20]=4)(=[O:18])=[O:17])[N:13]=[CH:14][CH:15]=3)=[CH:9][N:8]([S:26]([C:29]3[CH:34]=[CH:33][C:32]([CH3:35])=[CH:31][CH:30]=3)(=[O:28])=[O:27])[C:5]2=[N:6][CH:7]=1.[B:36]1([B:36]2[O:40][C:39]([CH3:42])([CH3:41])[C:38]([CH3:44])([CH3:43])[O:37]2)[O:40][C:39]([CH3:42])([CH3:41])[C:38]([CH3:44])([CH3:43])[O:37]1.ClCCl.C([O-])(=O)C.[Na+]. The catalyst is CN(C=O)C.C1C=CC(P(C2C=CC=CC=2)[C-]2C=CC=C2)=CC=1.C1C=CC(P(C2C=CC=CC=2)[C-]2C=CC=C2)=CC=1.Cl[Pd]Cl.[Fe+2]. The product is [CH3:43][C:38]1([CH3:44])[C:39]([CH3:42])([CH3:41])[O:40][B:36]([C:2]2[CH:3]=[C:4]3[C:10]([C:11]4[N:12]([S:16]([C:19]5[CH:24]=[CH:23][C:22]([CH3:25])=[CH:21][CH:20]=5)(=[O:18])=[O:17])[N:13]=[CH:14][CH:15]=4)=[CH:9][N:8]([S:26]([C:29]4[CH:34]=[CH:33][C:32]([CH3:35])=[CH:31][CH:30]=4)(=[O:28])=[O:27])[C:5]3=[N:6][CH:7]=2)[O:37]1. The yield is 0.390. (7) The reactants are [F:1][C:2]1[CH:3]=[C:4]([C:9]2([CH2:12][OH:13])[CH2:11][CH2:10]2)[CH:5]=[C:6]([F:8])[CH:7]=1.[Cl:14][C:15]1[C:20]([C:21]([F:24])([F:23])[F:22])=[C:19](Cl)[CH:18]=[CH:17][N:16]=1. No catalyst specified. The product is [Cl:14][C:15]1[C:20]([C:21]([F:22])([F:23])[F:24])=[C:19]([O:13][CH2:12][C:9]2([C:4]3[CH:3]=[C:2]([F:1])[CH:7]=[C:6]([F:8])[CH:5]=3)[CH2:10][CH2:11]2)[CH:18]=[CH:17][N:16]=1. The yield is 0.560. (8) The yield is 0.830. The product is [CH3:1][O:2][C:3](=[O:24])[C:4]1[CH:9]=[C:8]([N:10]2[C:11]([CH:12]([CH3:14])[CH3:13])=[N:27][N:26]=[N:25]2)[CH:7]=[C:6]([C:16]2[CH:21]=[CH:20][C:19]([CH3:22])=[CH:18][N:17]=2)[C:5]=1[F:23]. The reactants are [CH3:1][O:2][C:3](=[O:24])[C:4]1[CH:9]=[C:8]([NH:10][C:11](=O)[CH:12]([CH3:14])[CH3:13])[CH:7]=[C:6]([C:16]2[CH:21]=[CH:20][C:19]([CH3:22])=[CH:18][N:17]=2)[C:5]=1[F:23].[N-:25]=[N+:26]=[N-:27].[Na+].[Si](Cl)(Cl)(Cl)Cl. The catalyst is C(#N)C.